Predict the product of the given reaction. From a dataset of Forward reaction prediction with 1.9M reactions from USPTO patents (1976-2016). (1) Given the reactants [F:1][C:2]1[CH:7]=[CH:6][CH:5]=[CH:4][C:3]=1[N:8]1[C:12]2[CH:13]=[CH:14][CH:15]=[CH:16][C:11]=2[N:10]([CH2:17][CH2:18][CH:19]([N:26](C)[C:27](=O)OC(C)(C)C)[C:20]2[CH:25]=[CH:24][CH:23]=[CH:22][CH:21]=2)[S:9]1(=[O:36])=[O:35].Cl, predict the reaction product. The product is: [F:1][C:2]1[CH:7]=[CH:6][CH:5]=[CH:4][C:3]=1[N:8]1[C:12]2[CH:13]=[CH:14][CH:15]=[CH:16][C:11]=2[N:10]([CH2:17][CH2:18][CH:19]([C:20]2[CH:21]=[CH:22][CH:23]=[CH:24][CH:25]=2)[NH:26][CH3:27])[S:9]1(=[O:36])=[O:35]. (2) Given the reactants [OH:1][CH2:2][C:3]([CH2:10][OH:11])([CH2:7][CH:8]=[CH2:9])[C:4]([OH:6])=[O:5].[C:12]([O-])([O-])=O.[K+].[K+].CI, predict the reaction product. The product is: [OH:1][CH2:2][C:3]([CH2:10][OH:11])([CH2:7][CH:8]=[CH2:9])[C:4]([O:6][CH3:12])=[O:5].